Predict the reaction yield, written as a fraction of the theoretical maximum amount of product (1.0 means a 100% yield; for example, 0.34 means a 34% yield). From a dataset of Reaction yield outcomes from USPTO patents with 853,638 reactions. The reactants are [F:1][C:2]([F:15])([F:14])[S:3]([O:6]S(C(F)(F)F)(=O)=O)(=[O:5])=[O:4].[N:16]1[C:25]2[C:20](=[CH:21][CH:22]=[C:23](O)[CH:24]=2)[CH:19]=[CH:18][CH:17]=1.N1C=CC=CC=1. The catalyst is ClCCl. The product is [F:1][C:2]([F:15])([F:14])[S:3]([O:6][C:23]1[CH:24]=[C:25]2[C:20]([CH:19]=[CH:18][CH:17]=[N:16]2)=[CH:21][CH:22]=1)(=[O:5])=[O:4]. The yield is 0.867.